From a dataset of Peptide-MHC class I binding affinity with 185,985 pairs from IEDB/IMGT. Regression. Given a peptide amino acid sequence and an MHC pseudo amino acid sequence, predict their binding affinity value. This is MHC class I binding data. The peptide sequence is YLPTQQDVL. The MHC is HLA-B58:01 with pseudo-sequence HLA-B58:01. The binding affinity (normalized) is 0.538.